This data is from Full USPTO retrosynthesis dataset with 1.9M reactions from patents (1976-2016). The task is: Predict the reactants needed to synthesize the given product. (1) Given the product [Br:10][C:11]1[CH:18]=[CH:17][C:14]([C:15]2[CH:2]=[C:1]([C:4]3[CH:9]=[CH:8][CH:7]=[CH:6][CH:5]=3)[N:31]=[C:23]([C:24]3[CH:29]=[CH:28][CH:27]=[CH:26][CH:25]=3)[N:30]=2)=[CH:13][CH:12]=1, predict the reactants needed to synthesize it. The reactants are: [C:1]([C:4]1[CH:9]=[CH:8][CH:7]=[CH:6][CH:5]=1)(=O)[CH3:2].[Br:10][C:11]1[CH:18]=[CH:17][C:14]([CH:15]=O)=[CH:13][CH:12]=1.C[O-].[Na+].Cl.[C:23]([NH2:31])(=[NH:30])[C:24]1[CH:29]=[CH:28][CH:27]=[CH:26][CH:25]=1.[OH-].[Na+]. (2) Given the product [CH:14]([N:18]([CH3:19])[C:2]1[CH:9]=[CH:8][C:5]([C:6]#[N:7])=[C:4]([C:10]([F:13])([F:12])[F:11])[CH:3]=1)([CH2:16][CH3:17])[CH3:15], predict the reactants needed to synthesize it. The reactants are: F[C:2]1[CH:9]=[CH:8][C:5]([C:6]#[N:7])=[C:4]([C:10]([F:13])([F:12])[F:11])[CH:3]=1.[CH:14]([NH:18][CH3:19])([CH2:16][CH3:17])[CH3:15].